The task is: Regression/Classification. Given a drug SMILES string, predict its absorption, distribution, metabolism, or excretion properties. Task type varies by dataset: regression for continuous measurements (e.g., permeability, clearance, half-life) or binary classification for categorical outcomes (e.g., BBB penetration, CYP inhibition). Dataset: hia_hou.. This data is from Human intestinal absorption (HIA) binary classification data from Hou et al.. (1) The compound is C[C@@]12CC[C@@H]3c4ccc(OC(=O)N(CCCl)CCCl)cc4CC[C@@H]3[C@H]1CC[C@@H]2O. The result is 1 (good absorption). (2) The drug is C[C@@H](CN(C)C)CN1c2ccccc2CCc2ccccc21. The result is 1 (good absorption).